From a dataset of Peptide-MHC class I binding affinity with 185,985 pairs from IEDB/IMGT. Regression. Given a peptide amino acid sequence and an MHC pseudo amino acid sequence, predict their binding affinity value. This is MHC class I binding data. (1) The peptide sequence is SMRSRARHI. The MHC is HLA-B08:01 with pseudo-sequence HLA-B08:01. The binding affinity (normalized) is 0.573. (2) The peptide sequence is GQLLKLSTI. The MHC is H-2-Db with pseudo-sequence H-2-Db. The binding affinity (normalized) is 0.272. (3) The peptide sequence is KFKRKLMYV. The MHC is HLA-A02:01 with pseudo-sequence HLA-A02:01. The binding affinity (normalized) is 0.0847. (4) The peptide sequence is YSQTGAHAGI. The MHC is H-2-Db with pseudo-sequence H-2-Db. The binding affinity (normalized) is 0. (5) The peptide sequence is LARQHIAAL. The MHC is HLA-B38:01 with pseudo-sequence HLA-B38:01. The binding affinity (normalized) is 0.0847. (6) The peptide sequence is ETIEILRNY. The MHC is HLA-A68:01 with pseudo-sequence HLA-A68:01. The binding affinity (normalized) is 0.752. (7) The peptide sequence is LLDAHIPQL. The MHC is HLA-B08:01 with pseudo-sequence HLA-B08:01. The binding affinity (normalized) is 0.160. (8) The peptide sequence is VTNRHEEKF. The MHC is HLA-A02:01 with pseudo-sequence HLA-A02:01. The binding affinity (normalized) is 0.213. (9) The peptide sequence is YLEGLIHEV. The MHC is HLA-A02:02 with pseudo-sequence HLA-A02:02. The binding affinity (normalized) is 0.811. (10) The peptide sequence is SLYNTVATL. The MHC is HLA-A26:01 with pseudo-sequence HLA-A26:01. The binding affinity (normalized) is 0.